From a dataset of NCI-60 drug combinations with 297,098 pairs across 59 cell lines. Regression. Given two drug SMILES strings and cell line genomic features, predict the synergy score measuring deviation from expected non-interaction effect. (1) Drug 1: C1CCC(C1)C(CC#N)N2C=C(C=N2)C3=C4C=CNC4=NC=N3. Drug 2: C1=NC2=C(N=C(N=C2N1C3C(C(C(O3)CO)O)F)Cl)N. Cell line: SK-MEL-2. Synergy scores: CSS=26.0, Synergy_ZIP=-1.21, Synergy_Bliss=-0.670, Synergy_Loewe=-37.4, Synergy_HSA=-4.54. (2) Drug 1: CC1=C(C(CCC1)(C)C)C=CC(=CC=CC(=CC(=O)O)C)C. Drug 2: CN1C2=C(C=C(C=C2)N(CCCl)CCCl)N=C1CCCC(=O)O.Cl. Cell line: HT29. Synergy scores: CSS=8.64, Synergy_ZIP=0.340, Synergy_Bliss=6.60, Synergy_Loewe=1.86, Synergy_HSA=2.06.